Dataset: Reaction yield outcomes from USPTO patents with 853,638 reactions. Task: Predict the reaction yield, written as a fraction of the theoretical maximum amount of product (1.0 means a 100% yield; for example, 0.34 means a 34% yield). (1) The reactants are [CH3:1][C:2]1([C:7]2[CH:8]=[N:9][C:10]3[N:11]([C:13]([CH2:16][C:17]4[CH:18]=[C:19]5[C:24](=[CH:25][CH:26]=4)[N:23]=[CH:22][CH:21]=[CH:20]5)=[CH:14][N:15]=3)[N:12]=2)OCC[O:3]1.C([O-])([O-])=O.[Na+].[Na+]. The catalyst is Cl. The product is [N:23]1[C:24]2[C:19](=[CH:18][C:17]([CH2:16][C:13]3[N:11]4[N:12]=[C:7]([C:2](=[O:3])[CH3:1])[CH:8]=[N:9][C:10]4=[N:15][CH:14]=3)=[CH:26][CH:25]=2)[CH:20]=[CH:21][CH:22]=1. The yield is 0.750. (2) The reactants are C(OC([N:8]([CH2:42][C:43]([O:45]C(C)(C)C)=[O:44])[C:9]1[CH:14]=[CH:13][CH:12]=[C:11]([CH:15]([S:33]([C:36]2[CH:41]=[CH:40][CH:39]=[CH:38][N:37]=2)(=[O:35])=[O:34])[NH:16][CH2:17][C:18]2[CH:23]=[CH:22][C:21]([C:24]3[S:25][CH:26]=[C:27]([C:29]([F:32])([F:31])[F:30])[N:28]=3)=[CH:20][CH:19]=2)[N:10]=1)=O)(C)(C)C.C(OC(N(CC(OC(C)(C)C)=O)C1C=CC=C(C(CC2C=CC(N3C=CC=N3)=CC=2)NS(C2C=CC=CN=2)(=O)=O)N=1)=O)(C)(C)C. No catalyst specified. The product is [N:37]1[CH:38]=[CH:39][CH:40]=[CH:41][C:36]=1[S:33]([CH:15]([NH:16][CH2:17][C:18]1[CH:23]=[CH:22][C:21]([C:24]2[S:25][CH:26]=[C:27]([C:29]([F:30])([F:31])[F:32])[N:28]=2)=[CH:20][CH:19]=1)[C:11]1[N:10]=[C:9]([NH:8][CH2:42][C:43]([OH:45])=[O:44])[CH:14]=[CH:13][CH:12]=1)(=[O:34])=[O:35]. The yield is 0.850. (3) The reactants are [CH3:1][C:2]1[C:6]2[C:7](=[O:18])[N:8]([CH2:11][CH2:12][N:13]3[CH2:17][CH2:16][CH2:15][CH2:14]3)[CH2:9][CH2:10][C:5]=2[NH:4][C:3]=1[CH:19]=O.[Br:21][C:22]1[CH:23]=[C:24]2[CH2:30][C:29](=[O:31])[NH:28][C:25]2=[N:26][CH:27]=1. No catalyst specified. The product is [Br:21][C:22]1[CH:23]=[C:24]2[C:30](=[CH:19][C:3]3[NH:4][C:5]4[CH2:10][CH2:9][N:8]([CH2:11][CH2:12][N:13]5[CH2:14][CH2:15][CH2:16][CH2:17]5)[C:7](=[O:18])[C:6]=4[C:2]=3[CH3:1])[C:29](=[O:31])[NH:28][C:25]2=[N:26][CH:27]=1. The yield is 0.370. (4) The reactants are [CH3:1][N:2]([CH2:10][CH2:11][CH:12]=O)[C:3](=[O:9])[O:4][C:5]([CH3:8])([CH3:7])[CH3:6].Cl.Cl.[CH3:16][N:17]([CH3:30])[C:18]1([C:24]2[CH:29]=[CH:28][CH:27]=[CH:26][CH:25]=2)[CH2:23][CH2:22][NH:21][CH2:20][CH2:19]1.C(B)#N.[Na]. The catalyst is CO.C(O)(=O)C.CO.C(Cl)(Cl)Cl. The product is [CH3:16][N:17]([CH3:30])[C:18]1([C:24]2[CH:29]=[CH:28][CH:27]=[CH:26][CH:25]=2)[CH2:19][CH2:20][N:21]([CH2:12][CH2:11][CH2:10][N:2]([CH3:1])[C:3](=[O:9])[O:4][C:5]([CH3:8])([CH3:7])[CH3:6])[CH2:22][CH2:23]1. The yield is 0.600. (5) The reactants are [H-].[Na+].[Cl:3][C:4]1[CH:5]=[C:6]([C:11]23[CH:16]([CH:17]=[N:18][OH:19])[CH:15]2[CH2:14][N:13]([C:20]([O:22][C:23]([CH3:26])([CH3:25])[CH3:24])=[O:21])[CH2:12]3)[CH:7]=[CH:8][C:9]=1[Cl:10].[CH2:27](I)[CH3:28]. The catalyst is CN(C=O)C. The product is [Cl:3][C:4]1[CH:5]=[C:6]([C:11]23[CH:16]([CH:17]=[N:18][O:19][CH2:27][CH3:28])[CH:15]2[CH2:14][N:13]([C:20]([O:22][C:23]([CH3:26])([CH3:25])[CH3:24])=[O:21])[CH2:12]3)[CH:7]=[CH:8][C:9]=1[Cl:10]. The yield is 0.500. (6) The reactants are [CH3:1][C:2]([CH3:33])([CH3:32])[CH2:3][C:4]([NH:6][C:7]1[C:8]([CH3:31])=[C:9]([CH3:30])[C:10]2[O:14][CH2:13][CH:12]([C:15]3[CH:20]=[CH:19][C:18](/[CH:21]=[CH:22]/[C:23]([O:25][CH2:26][CH3:27])=[O:24])=[CH:17][CH:16]=3)[C:11]=2[C:28]=1[CH3:29])=[O:5]. The catalyst is C(OCC)(=O)C.CCCCCC. The product is [CH3:32][C:2]([CH3:1])([CH3:33])[CH2:3][C:4]([NH:6][C:7]1[C:8]([CH3:31])=[C:9]([CH3:30])[C:10]2[O:14][CH2:13][CH:12]([C:15]3[CH:20]=[CH:19][C:18]([CH2:21][CH2:22][C:23]([O:25][CH2:26][CH3:27])=[O:24])=[CH:17][CH:16]=3)[C:11]=2[C:28]=1[CH3:29])=[O:5]. The yield is 0.840. (7) The reactants are [NH:1]1[CH2:6][CH2:5][CH2:4][CH2:3][CH:2]1[CH2:7][OH:8].[CH2:9]=[C:10]1[O:14][C:12](=[O:13])[CH2:11]1. The catalyst is O1CCCC1. The product is [OH:8][CH2:7][CH:2]1[CH2:3][CH2:4][CH2:5][CH2:6][N:1]1[C:12](=[O:13])[CH2:11][C:10](=[O:14])[CH3:9]. The yield is 0.760. (8) The reactants are [NH2:1][CH2:2][C:3]([O:5][C@H:6]([C:17]1[CH:22]=[CH:21][C:20]([O:23][CH:24]([F:26])[F:25])=[C:19]([O:27][CH2:28][CH:29]2[CH2:31][CH2:30]2)[CH:18]=1)[CH2:7][C:8]1[C:13]([Cl:14])=[CH:12][N+:11]([O-:15])=[CH:10][C:9]=1[Cl:16])=[O:4].Cl[S:33]([C:36]1[CH:44]=[CH:43][C:39]([C:40]([OH:42])=[O:41])=[CH:38][CH:37]=1)(=[O:35])=[O:34]. The catalyst is Cl. The product is [C:40]([C:39]1[CH:38]=[CH:37][C:36]([S:33]([NH:1][CH2:2][C:3]([O:5][C@H:6]([C:17]2[CH:22]=[CH:21][C:20]([O:23][CH:24]([F:26])[F:25])=[C:19]([O:27][CH2:28][CH:29]3[CH2:31][CH2:30]3)[CH:18]=2)[CH2:7][C:8]2[C:13]([Cl:14])=[CH:12][N+:11]([O-:15])=[CH:10][C:9]=2[Cl:16])=[O:4])(=[O:35])=[O:34])=[CH:44][CH:43]=1)([OH:42])=[O:41]. The yield is 0.870. (9) The reactants are Cl[C:2]1[C:11]2[C:6](=[CH:7][C:8]([O:14][CH3:15])=[C:9]([O:12][CH3:13])[CH:10]=2)[N:5]=[CH:4][CH:3]=1.[Cl:16][C:17]1[CH:18]=[C:19]([CH:31]=[CH:32][C:33]=1[Cl:34])[NH:20][C:21](=[O:30])[C:22]1[C:23](=[CH:25][CH:26]=[C:27]([Cl:29])[CH:28]=1)[OH:24]. The catalyst is CN(C)C1C=CN=CC=1.ClC1C=CC=CC=1Cl. The product is [Cl:16][C:17]1[CH:18]=[C:19]([NH:20][C:21](=[O:30])[C:22]2[CH:28]=[C:27]([Cl:29])[CH:26]=[CH:25][C:23]=2[O:24][C:2]2[C:11]3[C:6](=[CH:7][C:8]([O:14][CH3:15])=[C:9]([O:12][CH3:13])[CH:10]=3)[N:5]=[CH:4][CH:3]=2)[CH:31]=[CH:32][C:33]=1[Cl:34]. The yield is 0.0600. (10) The reactants are Br[C:2]1[CH:7]=[CH:6][C:5]([Cl:8])=[C:4]([O:9][CH3:10])[C:3]=1[F:11].C([Mg]Br)(C)C.C(O[B:21]1[O:25][C:24]([CH3:27])([CH3:26])[C:23]([CH3:29])([CH3:28])[O:22]1)(C)C. The yield is 0.690. The product is [Cl:8][C:5]1[CH:6]=[CH:7][C:2]([B:21]2[O:25][C:24]([CH3:27])([CH3:26])[C:23]([CH3:29])([CH3:28])[O:22]2)=[C:3]([F:11])[C:4]=1[O:9][CH3:10]. The catalyst is O1CCCC1.